This data is from Forward reaction prediction with 1.9M reactions from USPTO patents (1976-2016). The task is: Predict the product of the given reaction. (1) Given the reactants [CH2:1]([CH:3]([O:6][C:7]1[CH:12]=[C:11]([CH3:13])[N:10]=[C:9]([O:14][C:15]2[C:20]([CH3:21])=[CH:19][C:18]([OH:22])=[CH:17][C:16]=2[CH3:23])[C:8]=1[CH3:24])[CH2:4][CH3:5])[CH3:2].[C:25]1(P(C2C=CC=CC=2)C2C=CC=CC=2)[CH:30]=CC=C[CH:26]=1.C(O)(C)C.N(C(OCC)=O)=NC(OCC)=O, predict the reaction product. The product is: [CH2:1]([CH:3]([O:6][C:7]1[CH:12]=[C:11]([CH3:13])[N:10]=[C:9]([O:14][C:15]2[C:20]([CH3:21])=[CH:19][C:18]([O:22][CH:25]([CH3:30])[CH3:26])=[CH:17][C:16]=2[CH3:23])[C:8]=1[CH3:24])[CH2:4][CH3:5])[CH3:2]. (2) Given the reactants [Li+].[OH-].[C:3]([O:7][C:8]([NH:10][C@@H:11]([CH2:16][C:17]1[CH:18]=[N:19][C:20]([C:23]([F:26])([F:25])[F:24])=[CH:21][CH:22]=1)[C:12]([O:14]C)=[O:13])=[O:9])([CH3:6])([CH3:5])[CH3:4], predict the reaction product. The product is: [C:3]([O:7][C:8]([NH:10][C@@H:11]([CH2:16][C:17]1[CH:18]=[N:19][C:20]([C:23]([F:26])([F:24])[F:25])=[CH:21][CH:22]=1)[C:12]([OH:14])=[O:13])=[O:9])([CH3:6])([CH3:4])[CH3:5]. (3) Given the reactants [C:1]([O:5][C:6]([N:8]1[CH2:12][CH2:11][CH:10]([O:13][Si:14]([C:17]([CH3:20])([CH3:19])[CH3:18])([CH3:16])[CH3:15])[CH:9]1[CH:21]=[CH:22][CH2:23][N:24]([C:32](=[O:34])[CH3:33])[C:25]1[C:30](Br)=[CH:29][CH:28]=[CH:27][N:26]=1)=[O:7])([CH3:4])([CH3:3])[CH3:2].C([O-])=O.[Na+].C([O-])([O-])=O.[K+].[K+], predict the reaction product. The product is: [C:1]([O:5][C:6]([N:8]1[CH2:12][CH2:11][CH:10]([O:13][Si:14]([C:17]([CH3:20])([CH3:19])[CH3:18])([CH3:16])[CH3:15])[CH:9]1[CH2:21][C:22]1[C:30]2[C:25](=[N:26][CH:27]=[CH:28][CH:29]=2)[N:24]([C:32](=[O:34])[CH3:33])[CH:23]=1)=[O:7])([CH3:4])([CH3:3])[CH3:2]. (4) Given the reactants [N:1]1[CH:6]=[CH:5][C:4]([C:7]2[CH:14]=[CH:13][C:10]([C:11]#[N:12])=[CH:9][CH:8]=2)=[CH:3][CH:2]=1.[OH-:15].[Na+], predict the reaction product. The product is: [N:1]1[CH:6]=[CH:5][C:4]([C:7]2[CH:14]=[CH:13][C:10]([C:11]([NH2:12])=[O:15])=[CH:9][CH:8]=2)=[CH:3][CH:2]=1. (5) Given the reactants [NH2:1][C:2]1[CH:7]=[C:6]([CH3:8])[C:5]([CH3:9])=[CH:4][C:3]=1[NH2:10].[CH2:11]([O:13][C:14](=[O:22])[C:15]([C:17](OCC)=[O:18])=O)[CH3:12], predict the reaction product. The product is: [CH2:11]([O:13][C:14]([C:15]1[C:17](=[O:18])[NH:10][C:3]2[C:2](=[CH:7][C:6]([CH3:8])=[C:5]([CH3:9])[CH:4]=2)[N:1]=1)=[O:22])[CH3:12]. (6) Given the reactants F[C:2]1[CH:3]=[C:4]2[C:9](=[CH:10][CH:11]=1)[N:8]=[C:7]([C:12]1[CH:17]=[CH:16][CH:15]=[C:14]([C:18]([F:21])([F:20])[F:19])[CH:13]=1)[C:6]([CH3:22])=[C:5]2[C:23]([OH:25])=[O:24].[OH-].[K+].[CH3:28][CH:29]([S-])[CH3:30].[Na+].[CH3:33]I.O[O:36][S:37]([O-:39])=O.[K+], predict the reaction product. The product is: [CH3:22][C:6]1[C:7]([C:12]2[CH:17]=[CH:16][CH:15]=[C:14]([C:18]([F:19])([F:21])[F:20])[CH:13]=2)=[N:8][C:9]2[C:4]([C:5]=1[C:23]([O:25][CH3:33])=[O:24])=[CH:3][C:2]([S:37]([CH:29]([CH3:30])[CH3:28])(=[O:39])=[O:36])=[CH:11][CH:10]=2. (7) The product is: [CH2:4]([O:3][P:1](=[O:2])([O:6][CH2:7][CH3:8])[O:39][CH2:38][CH2:37][N:34]1[CH2:35][CH2:36][N:31]([C:21]2[N:20]([C:17]3[CH:18]=[CH:19][C:14]([C:10]([CH3:13])([CH3:11])[CH3:12])=[CH:15][CH:16]=3)[C:28]3[C:23]([C:22]=2[CH:29]=[O:30])=[CH:24][CH:25]=[CH:26][CH:27]=3)[CH2:32][CH2:33]1)[CH3:5]. Given the reactants [P:1](Cl)([O:6][CH2:7][CH3:8])([O:3][CH2:4][CH3:5])=[O:2].[C:10]([C:14]1[CH:19]=[CH:18][C:17]([N:20]2[C:28]3[C:23](=[CH:24][CH:25]=[CH:26][CH:27]=3)[C:22]([CH:29]=[O:30])=[C:21]2[N:31]2[CH2:36][CH2:35][N:34]([CH2:37][CH2:38][OH:39])[CH2:33][CH2:32]2)=[CH:16][CH:15]=1)([CH3:13])([CH3:12])[CH3:11].C(N(CC)CC)C.O, predict the reaction product. (8) Given the reactants [Br:1][C:2]1[S:6][C:5]([CH3:7])=[N:4][C:3]=1[C:8]([OH:10])=[O:9].Cl.[CH3:12]O, predict the reaction product. The product is: [CH3:12][O:9][C:8]([C:3]1[N:4]=[C:5]([CH3:7])[S:6][C:2]=1[Br:1])=[O:10]. (9) Given the reactants [Cl:1][C:2]1[C:3]2[CH:20]=[C:19]([OH:21])[C:18]([OH:22])=[CH:17][C:4]=2[S:5][C:6]=1[C:7]([N:9]1[CH2:14][CH:13]([CH3:15])[O:12][CH:11]([CH3:16])[CH2:10]1)=[O:8].[N+:23]([O-])([OH:25])=[O:24], predict the reaction product. The product is: [Cl:1][C:2]1[C:3]2[CH:20]=[C:19]([OH:21])[C:18]([OH:22])=[C:17]([N+:23]([O-:25])=[O:24])[C:4]=2[S:5][C:6]=1[C:7]([N:9]1[CH2:10][CH:11]([CH3:16])[O:12][CH:13]([CH3:15])[CH2:14]1)=[O:8]. (10) Given the reactants [Br:1][C:2]1[CH:10]=[CH:9][C:5]([C:6]([NH2:8])=[O:7])=[CH:4][CH:3]=1.[Cl:11][CH2:12][C:13]([CH2:15]Cl)=O, predict the reaction product. The product is: [Br:1][C:2]1[CH:10]=[CH:9][C:5]([C:6]2[O:7][CH:15]=[C:13]([CH2:12][Cl:11])[N:8]=2)=[CH:4][CH:3]=1.